Dataset: Forward reaction prediction with 1.9M reactions from USPTO patents (1976-2016). Task: Predict the product of the given reaction. (1) Given the reactants [ClH:1].[F:2][C:3]1[CH:8]=[CH:7][C:6]([C:9]2[C:17]3[C:16]([N:18]4[CH2:23][CH2:22][CH:21]([NH:24]C(=O)OC(C)(C)C)[CH2:20][CH2:19]4)=[N:15][CH:14]=[N:13][C:12]=3[O:11][C:10]=2[C:32]2[CH:37]=[CH:36][C:35]([N:38]([CH:40]=[O:41])[CH3:39])=[CH:34][CH:33]=2)=[CH:5][CH:4]=1, predict the reaction product. The product is: [ClH:1].[NH2:24][CH:21]1[CH2:20][CH2:19][N:18]([C:16]2[C:17]3[C:9]([C:6]4[CH:5]=[CH:4][C:3]([F:2])=[CH:8][CH:7]=4)=[C:10]([C:32]4[CH:37]=[CH:36][C:35]([N:38]([CH3:39])[CH:40]=[O:41])=[CH:34][CH:33]=4)[O:11][C:12]=3[N:13]=[CH:14][N:15]=2)[CH2:23][CH2:22]1. (2) Given the reactants [OH:1][C:2]1[CH:3]=[CH:4][C:5]([C:8](=O)[CH2:9][CH3:10])=[N:6][CH:7]=1.[Cl:12][CH2:13][CH2:14][O:15][C:16]1[CH:21]=[CH:20][C:19]([C:22]([C:24]2[CH:29]=[CH:28][C:27]([OH:30])=[CH:26][CH:25]=2)=O)=[CH:18][CH:17]=1, predict the reaction product. The product is: [Cl:12][CH2:13][CH2:14][O:15][C:16]1[CH:21]=[CH:20][C:19]([C:22]([C:24]2[CH:29]=[CH:28][C:27]([OH:30])=[CH:26][CH:25]=2)=[C:8]([C:5]2[N:6]=[CH:7][C:2]([OH:1])=[CH:3][CH:4]=2)[CH2:9][CH3:10])=[CH:18][CH:17]=1. (3) Given the reactants [F:1][C:2]([F:27])([C:20]1[CH:25]=[CH:24][C:23]([F:26])=[CH:22][CH:21]=1)[C:3]1[N:12]=[C:11](O)[C:10]2[C:5](=[CH:6][C:7]([C:14]3[CH:15]=[N:16][N:17]([CH3:19])[CH:18]=3)=[CH:8][CH:9]=2)[N:4]=1.P(Br)(Br)(Br)=O.CCN(C(C)C)C(C)C.ClC1C2C(=CC(C3C=NN(C)C=3)=CC=2)N=C(C(F)(F)C2C=CC(F)=CC=2)N=1.BrC1C2C(=CC(C3C=NN(C)C=3)=CC=2)N=C(C(F)(F)C2C=CC(F)=CC=2)N=1.[CH3:96][C:97]1[NH:101][N:100]=[C:99]([NH2:102])[CH:98]=1, predict the reaction product. The product is: [F:1][C:2]([F:27])([C:20]1[CH:25]=[CH:24][C:23]([F:26])=[CH:22][CH:21]=1)[C:3]1[N:12]=[C:11]([NH:102][C:99]2[CH:98]=[C:97]([CH3:96])[NH:101][N:100]=2)[C:10]2[C:5](=[CH:6][C:7]([C:14]3[CH:15]=[N:16][N:17]([CH3:19])[CH:18]=3)=[CH:8][CH:9]=2)[N:4]=1.